Dataset: Peptide-MHC class II binding affinity with 134,281 pairs from IEDB. Task: Regression. Given a peptide amino acid sequence and an MHC pseudo amino acid sequence, predict their binding affinity value. This is MHC class II binding data. (1) The peptide sequence is EHRWREIYNMVKFRM. The MHC is DRB1_0405 with pseudo-sequence DRB1_0405. The binding affinity (normalized) is 0.464. (2) The peptide sequence is KTLEAAFTVSSKRNL. The MHC is DRB4_0101 with pseudo-sequence DRB4_0103. The binding affinity (normalized) is 0.379. (3) The binding affinity (normalized) is 0.558. The MHC is DRB1_0404 with pseudo-sequence DRB1_0404. The peptide sequence is IIGVLHQNFKDTSMQ. (4) The peptide sequence is AAPANDKFTVFEAAF. The MHC is DRB1_0101 with pseudo-sequence DRB1_0101. The binding affinity (normalized) is 0.442. (5) The peptide sequence is SRVLNYDFNKLTALA. The MHC is DRB1_1302 with pseudo-sequence DRB1_1302. The binding affinity (normalized) is 0.